Task: Predict the product of the given reaction.. Dataset: Forward reaction prediction with 1.9M reactions from USPTO patents (1976-2016) (1) Given the reactants F[C:2]1[CH:9]=[CH:8][C:5]([CH:6]=[O:7])=[CH:4][CH:3]=1.[C:10]1([S:16]([O-:18])=[O:17])[CH:15]=[CH:14][CH:13]=[CH:12][CH:11]=1.[Na+], predict the reaction product. The product is: [C:10]1([S:16]([C:2]2[CH:9]=[CH:8][C:5]([CH:6]=[O:7])=[CH:4][CH:3]=2)(=[O:18])=[O:17])[CH:15]=[CH:14][CH:13]=[CH:12][CH:11]=1. (2) Given the reactants [NH2:1][C:2]1([CH2:18][C:19]([O:21][CH2:22][CH3:23])=[O:20])[CH2:7][CH2:6][N:5]([C:8]2[C:9]([N+:14]([O-:16])=[O:15])=[N:10][CH:11]=[CH:12][CH:13]=2)[CH2:4][CH:3]1[F:17].[CH3:24][C:25]([O:28][C:29](O[C:29]([O:28][C:25]([CH3:27])([CH3:26])[CH3:24])=[O:30])=[O:30])([CH3:27])[CH3:26].CCN(C(C)C)C(C)C, predict the reaction product. The product is: [C:25]([O:28][C:29]([NH:1][C:2]1([CH2:18][C:19]([O:21][CH2:22][CH3:23])=[O:20])[CH2:7][CH2:6][N:5]([C:8]2[C:9]([N+:14]([O-:16])=[O:15])=[N:10][CH:11]=[CH:12][CH:13]=2)[CH2:4][CH:3]1[F:17])=[O:30])([CH3:27])([CH3:26])[CH3:24]. (3) Given the reactants Cl.[N:2]1[CH:7]=[CH:6][CH:5]=[CH:4][C:3]=1[N:8]([CH2:32][CH2:33][C:34]([O:36][CH2:37][CH3:38])=[O:35])[C:9]([C:11]1[CH:31]=[CH:30][C:14]2[N:15]([CH3:29])[C:16]([CH2:18][CH2:19][C:20]3[CH:25]=[CH:24][C:23]([C:26](=[NH:28])[NH2:27])=[CH:22][CH:21]=3)=[N:17][C:13]=2[CH:12]=1)=[O:10].[C:39](Cl)(=[O:46])[C:40]1[CH:45]=[CH:44][CH:43]=[CH:42][CH:41]=1, predict the reaction product. The product is: [N:2]1[CH:7]=[CH:6][CH:5]=[CH:4][C:3]=1[N:8]([CH2:32][CH2:33][C:34]([O:36][CH2:37][CH3:38])=[O:35])[C:9]([C:11]1[CH:31]=[CH:30][C:14]2[N:15]([CH3:29])[C:16]([CH2:18][CH2:19][C:20]3[CH:25]=[CH:24][C:23]([C:26](=[NH:27])[NH:28][C:39](=[O:46])[C:40]4[CH:45]=[CH:44][CH:43]=[CH:42][CH:41]=4)=[CH:22][CH:21]=3)=[N:17][C:13]=2[CH:12]=1)=[O:10]. (4) Given the reactants [CH3:1][O:2][C:3]1[CH:22]=[CH:21][C:6]([CH2:7][C@@H:8]2[C:12]3=[N:13][C:14]4[CH:19]=[CH:18][CH:17]=[CH:16][C:15]=4[N:11]3[C:10](=[O:20])[NH:9]2)=[CH:5][CH:4]=1.[CH3:23][O:24][C:25]1[CH:30]=[CH:29][CH:28]=[CH:27][C:26]=1[C@@H:31]([NH2:33])[CH3:32].C(O)(C(F)(F)F)=O, predict the reaction product. The product is: [NH:11]1[C:15]2[CH:16]=[CH:17][CH:18]=[CH:19][C:14]=2[N:13]=[C:12]1[C@H:8]([NH:9][C:10]([NH:33][C@H:31]([C:26]1[CH:27]=[CH:28][CH:29]=[CH:30][C:25]=1[O:24][CH3:23])[CH3:32])=[O:20])[CH2:7][C:6]1[CH:5]=[CH:4][C:3]([O:2][CH3:1])=[CH:22][CH:21]=1. (5) The product is: [CH2:6]([C@H:13]1[CH2:17][O:16][C:15](=[O:18])[N:14]1[C:29](=[O:30])[CH2:28][CH2:27][CH2:26][CH2:25][CH:19]1[CH2:24][CH2:23][CH2:22][CH2:21][CH2:20]1)[C:7]1[CH:8]=[CH:9][CH:10]=[CH:11][CH:12]=1. Given the reactants C([Li])CCC.[CH2:6]([C@H:13]1[CH2:17][O:16][C:15](=[O:18])[NH:14]1)[C:7]1[CH:12]=[CH:11][CH:10]=[CH:9][CH:8]=1.[CH:19]1([CH2:25][CH2:26][CH2:27][CH2:28][C:29](Cl)=[O:30])[CH2:24][CH2:23][CH2:22][CH2:21][CH2:20]1, predict the reaction product. (6) Given the reactants [Br:1][C:2]1[CH:3]=[CH:4][CH:5]=[C:6]2[C:11]=1[NH:10][C:9](=O)[C:8]([C:13]([F:16])([F:15])[F:14])=[N:7]2.O=P(Cl)(Cl)[Cl:19], predict the reaction product. The product is: [Br:1][C:2]1[CH:3]=[CH:4][CH:5]=[C:6]2[C:11]=1[N:10]=[C:9]([Cl:19])[C:8]([C:13]([F:16])([F:15])[F:14])=[N:7]2. (7) Given the reactants C(OC([N:8]1[CH2:13][CH2:12][N:11]([C:14]2[CH:19]=[N:18][C:17]([C:20]3[CH:25]=[CH:24][C:23]([Cl:26])=[CH:22][CH:21]=3)=[C:16]([C:27]3[CH:32]=[CH:31][N:30]=[CH:29][C:28]=3[Cl:33])[N:15]=2)[CH2:10][CH2:9]1)=O)(C)(C)C.C(O)(C(F)(F)F)=O, predict the reaction product. The product is: [Cl:26][C:23]1[CH:24]=[CH:25][C:20]([C:17]2[C:16]([C:27]3[CH:32]=[CH:31][N:30]=[CH:29][C:28]=3[Cl:33])=[N:15][C:14]([N:11]3[CH2:10][CH2:9][NH:8][CH2:13][CH2:12]3)=[CH:19][N:18]=2)=[CH:21][CH:22]=1. (8) Given the reactants [F:1][C:2]1[CH:10]=[C:9]([N+:11]([O-])=O)[CH:8]=[CH:7][C:3]=1[C:4]([OH:6])=[O:5].[H][H], predict the reaction product. The product is: [NH2:11][C:9]1[CH:8]=[CH:7][C:3]([C:4]([OH:6])=[O:5])=[C:2]([F:1])[CH:10]=1. (9) Given the reactants [Cl:1][C:2]1[N:7]=[CH:6][N:5]=[C:4]([NH:8][C:9]2[CH:14]=[CH:13][C:12]([Cl:15])=[CH:11][CH:10]=2)[C:3]=1[NH2:16].[C:17](OCC)(OCC)(OCC)[CH2:18][CH3:19].C(S(O)(=O)=O)C, predict the reaction product. The product is: [Cl:1][C:2]1[N:7]=[CH:6][N:5]=[C:4]2[C:3]=1[N:16]=[C:17]([CH2:18][CH3:19])[N:8]2[C:9]1[CH:10]=[CH:11][C:12]([Cl:15])=[CH:13][CH:14]=1.